This data is from Reaction yield outcomes from USPTO patents with 853,638 reactions. The task is: Predict the reaction yield, written as a fraction of the theoretical maximum amount of product (1.0 means a 100% yield; for example, 0.34 means a 34% yield). (1) The yield is 0.130. The reactants are C[O:2][C:3](=[O:30])[CH2:4][CH2:5][N:6]1[C:10]2[CH:11]=[CH:12][CH:13]=[CH:14][C:9]=2[N:8]([CH2:15][C:16]2[CH:17]=[CH:18][C:19]([Cl:28])=[C:20]3[C:24]=2[N:23]([CH3:25])[C:22]([CH3:26])=[C:21]3[CH3:27])[C:7]1=[O:29].O.[OH-].[Li+]. The product is [Cl:28][C:19]1[CH:18]=[CH:17][C:16]([CH2:15][N:8]2[C:9]3[CH:14]=[CH:13][CH:12]=[CH:11][C:10]=3[N:6]([CH2:5][CH2:4][C:3]([OH:30])=[O:2])[C:7]2=[O:29])=[C:24]2[C:20]=1[C:21]([CH3:27])=[C:22]([CH3:26])[N:23]2[CH3:25]. The catalyst is C1COCC1.O. (2) The reactants are [F:1][CH2:2][C@H:3]1[CH2:8][CH2:7][C@H:6]([NH:9][C:10]2[C:15]([N+:16]([O-])=O)=[CH:14][N:13]=[C:12]3[CH:19]=[CH:20][S:21][C:11]=23)[CH2:5][CH2:4]1. The catalyst is [Pd].CO. The product is [F:1][CH2:2][C@H:3]1[CH2:4][CH2:5][C@H:6]([NH:9][C:10]2[C:15]([NH2:16])=[CH:14][N:13]=[C:12]3[CH:19]=[CH:20][S:21][C:11]=23)[CH2:7][CH2:8]1. The yield is 0.610. (3) The reactants are [Br:1][C:2]1[CH:3]=[CH:4][C:5]2[C:11]3[S:12][C:13]([C:15]([NH:17][C:18]4[CH:23]=[CH:22][CH:21]=[CH:20][C:19]=4[Cl:24])=O)=[CH:14][C:10]=3[CH2:9][CH2:8][O:7][C:6]=2[CH:25]=1.COC1C=CC(P2(SP(C3C=CC(OC)=CC=3)(=S)S2)=[S:35])=CC=1. The catalyst is O1CCOCC1. The product is [Br:1][C:2]1[CH:3]=[CH:4][C:5]2[C:11]3[S:12][C:13]([C:15](=[S:35])[NH:17][C:18]4[CH:23]=[CH:22][CH:21]=[CH:20][C:19]=4[Cl:24])=[CH:14][C:10]=3[CH2:9][CH2:8][O:7][C:6]=2[CH:25]=1. The yield is 0.910. (4) The reactants are [NH2:1][C:2]1[CH:7]=[CH:6][CH:5]=[CH:4][CH:3]=1.[N:8]([O-])=O.[Na+].C([O-])(=O)C.[Na+].[C:17]([CH2:20][C:21](=[O:23])[CH3:22])(=[O:19])[CH3:18]. The catalyst is C(O)(=O)C.Cl.O.C(O)C. The product is [C:2]1([NH:1][N:8]=[C:20]([C:21](=[O:23])[CH3:22])[C:17](=[O:19])[CH3:18])[CH:7]=[CH:6][CH:5]=[CH:4][CH:3]=1. The yield is 0.670. (5) The product is [C:29]([C:17]1[C:18]([C:20]2[C:28]3[C:23](=[CH:24][CH:25]=[CH:26][CH:27]=3)[NH:22][CH:21]=2)=[N:19][C:14]([NH:13][C:11]2[C:10]([O:31][CH3:32])=[CH:9][C:8]([N:33]3[CH2:34][CH2:35][N:36]([CH3:39])[CH2:37][CH2:38]3)=[C:7]([NH:6][C:1](=[O:4])[CH:2]=[CH2:3])[CH:12]=2)=[N:15][CH:16]=1)#[N:30]. The yield is 0.200. The catalyst is C1COCC1. The reactants are [C:1](Cl)(=[O:4])[CH:2]=[CH2:3].[NH2:6][C:7]1[C:8]([N:33]2[CH2:38][CH2:37][N:36]([CH3:39])[CH2:35][CH2:34]2)=[CH:9][C:10]([O:31][CH3:32])=[C:11]([NH:13][C:14]2[N:19]=[C:18]([C:20]3[C:28]4[C:23](=[CH:24][CH:25]=[CH:26][CH:27]=4)[NH:22][CH:21]=3)[C:17]([C:29]#[N:30])=[CH:16][N:15]=2)[CH:12]=1.CCN(C(C)C)C(C)C. (6) The reactants are CC1C=C(N2CCN(CCOC3C=CC=CC=3)C2=O)SC=1C(O)=O.[F:25][C:26]1[CH:47]=[CH:46][C:29]([CH2:30][N:31]2[CH2:35][CH2:34][N:33]([C:36]3[S:40][C:39]([C:41](O)=[O:42])=[C:38]([CH3:44])[CH:37]=3)[C:32]2=[O:45])=[CH:28][CH:27]=1.Cl.[NH2:49][CH2:50][C:51]1[O:55][C:54]([C:56]([O:58][CH2:59][CH3:60])=[O:57])=[CH:53][CH:52]=1. No catalyst specified. The product is [F:25][C:26]1[CH:27]=[CH:28][C:29]([CH2:30][N:31]2[CH2:35][CH2:34][N:33]([C:36]3[S:40][C:39]([C:41]([NH:49][CH2:50][C:51]4[O:55][C:54]([C:56]([O:58][CH2:59][CH3:60])=[O:57])=[CH:53][CH:52]=4)=[O:42])=[C:38]([CH3:44])[CH:37]=3)[C:32]2=[O:45])=[CH:46][CH:47]=1. The yield is 0.590. (7) The reactants are O[C:2]1([C:10]#[N:11])[CH:6]([CH3:7])[CH2:5][CH2:4][C:3]1([CH3:9])[CH3:8]. The catalyst is S(Cl)(Cl)=O. The product is [CH3:7][C:6]1[CH2:5][CH2:4][C:3]([CH3:9])([CH3:8])[C:2]=1[C:10]#[N:11]. The yield is 0.890.